From a dataset of Reaction yield outcomes from USPTO patents with 853,638 reactions. Predict the reaction yield, written as a fraction of the theoretical maximum amount of product (1.0 means a 100% yield; for example, 0.34 means a 34% yield). (1) The reactants are [Cl:1][C:2]1[CH:3]=[C:4]([C:8](=O)[CH2:9][C:10]#[N:11])[CH:5]=[CH:6][CH:7]=1.O.[NH2:14][NH2:15]. The catalyst is C(O)C. The product is [Cl:1][C:2]1[CH:3]=[C:4]([C:8]2[CH:9]=[C:10]([NH2:11])[NH:14][N:15]=2)[CH:5]=[CH:6][CH:7]=1. The yield is 0.700. (2) The reactants are [OH:1][CH2:2][CH2:3][N:4]([CH:22]([CH3:24])[CH3:23])[C:5]([C:7]1[S:8][C:9]2[CH2:10][CH2:11][O:12][C:13]3[CH:20]=[CH:19][C:18](Br)=[CH:17][C:14]=3[C:15]=2[N:16]=1)=[O:6].CC1(C)C(C)(C)OB([C:33]2[CH:34]=[N:35][N:36]([CH2:38][C@H:39]([OH:41])[CH3:40])[CH:37]=2)O1. No catalyst specified. The product is [OH:1][CH2:2][CH2:3][N:4]([CH:22]([CH3:24])[CH3:23])[C:5]([C:7]1[S:8][C:9]2[CH2:10][CH2:11][O:12][C:13]3[CH:20]=[CH:19][C:18]([C:33]4[CH:34]=[N:35][N:36]([CH2:38][C@H:39]([OH:41])[CH3:40])[CH:37]=4)=[CH:17][C:14]=3[C:15]=2[N:16]=1)=[O:6]. The yield is 0.100. (3) The reactants are [OH:1][CH2:2][C:3]1[C:8]([C:9]#[N:10])=[C:7]([O:11][CH3:12])[N:6]=[C:5]([CH3:13])[CH:4]=1.CCN(CC)CC.[CH3:21][S:22](Cl)(=[O:24])=[O:23]. The catalyst is C(Cl)Cl. The product is [CH3:21][S:22]([O:1][CH2:2][C:3]1[CH:4]=[C:5]([CH3:13])[N:6]=[C:7]([O:11][CH3:12])[C:8]=1[C:9]#[N:10])(=[O:24])=[O:23]. The yield is 0.850. (4) The reactants are [Cl-].[Al+3].[Cl-].[Cl-].[C:5]1(=[O:15])[C:14]2[C:9](=[CH:10][CH:11]=[CH:12][CH:13]=2)[CH2:8][CH2:7][CH2:6]1.[Br:16]Br.Cl. The catalyst is O. The product is [Br:16][C:10]1[CH:11]=[CH:12][CH:13]=[C:14]2[C:9]=1[CH2:8][CH2:7][CH2:6][C:5]2=[O:15].[Br:16][C:12]1[CH:13]=[C:14]2[C:9]([CH2:8][CH2:7][CH2:6][C:5]2=[O:15])=[CH:10][CH:11]=1. The yield is 0.510. (5) The reactants are [OH:1][C:2]1[CH:9]=[CH:8][C:5]([CH:6]=[O:7])=[CH:4][CH:3]=1.C(N(CC)CC)C.[C:17]1([CH2:23][S:24](Cl)(=[O:26])=[O:25])[CH:22]=[CH:21][CH:20]=[CH:19][CH:18]=1. The catalyst is ClCCl. The product is [C:17]1([CH2:23][S:24]([O:1][C:2]2[CH:9]=[CH:8][C:5]([CH:6]=[O:7])=[CH:4][CH:3]=2)(=[O:26])=[O:25])[CH:22]=[CH:21][CH:20]=[CH:19][CH:18]=1. The yield is 0.690. (6) The reactants are [CH2:1]([O:8][C:9]1[CH:13]=[C:12]([C:14](OC)=[O:15])[N:11]([CH:18]([CH3:20])[CH3:19])[N:10]=1)[C:2]1[CH:7]=[CH:6][CH:5]=[CH:4][CH:3]=1.[H-].[Al+3].[Li+].[H-].[H-].[H-].C(O)C.O. The catalyst is O1CCCC1. The product is [CH2:1]([O:8][C:9]1[CH:13]=[C:12]([CH2:14][OH:15])[N:11]([CH:18]([CH3:20])[CH3:19])[N:10]=1)[C:2]1[CH:3]=[CH:4][CH:5]=[CH:6][CH:7]=1. The yield is 0.870.